From a dataset of Reaction yield outcomes from USPTO patents with 853,638 reactions. Predict the reaction yield, written as a fraction of the theoretical maximum amount of product (1.0 means a 100% yield; for example, 0.34 means a 34% yield). (1) The reactants are Cl.CO.[Si]([O:11][CH:12]([CH3:43])[CH2:13][CH:14]([N:23]1[CH:28]=[CH:27][C:26]([C:29]2[CH:34]=[CH:33][N:32]=[C:31]([NH:35][CH:36]3[CH2:41][CH2:40][O:39][CH2:38][CH2:37]3)[N:30]=2)=[CH:25][C:24]1=[O:42])[C:15]1[CH:20]=[CH:19][C:18]([Cl:21])=[C:17]([F:22])[CH:16]=1)(C(C)(C)C)(C)C.C([O-])(O)=O.[Na+]. The catalyst is CO. The product is [Cl:21][C:18]1[CH:19]=[CH:20][C:15]([CH:14]([N:23]2[CH:28]=[CH:27][C:26]([C:29]3[CH:34]=[CH:33][N:32]=[C:31]([NH:35][CH:36]4[CH2:41][CH2:40][O:39][CH2:38][CH2:37]4)[N:30]=3)=[CH:25][C:24]2=[O:42])[CH2:13][CH:12]([OH:11])[CH3:43])=[CH:16][C:17]=1[F:22]. The yield is 0.500. (2) The reactants are [Br:1][C:2]1[CH:10]=[CH:9][C:5]([C:6](Cl)=[O:7])=[CH:4][CH:3]=1.C(N(C(C)C)CC)(C)C.[CH3:20][NH:21][O:22][CH3:23]. The catalyst is C(OCC)(=O)C. The product is [Br:1][C:2]1[CH:10]=[CH:9][C:5]([C:6]([N:21]([O:22][CH3:23])[CH3:20])=[O:7])=[CH:4][CH:3]=1. The yield is 0.790. (3) The reactants are [OH-].[K+].[Cl:3][C:4]1[CH:12]=[C:11]2[C:7]([C:8]([CH2:14][C:15]([O:17]CC)=[O:16])=[N:9][N:10]2[CH3:13])=[CH:6][CH:5]=1. The catalyst is CO. The product is [Cl:3][C:4]1[CH:12]=[C:11]2[C:7]([C:8]([CH2:14][C:15]([OH:17])=[O:16])=[N:9][N:10]2[CH3:13])=[CH:6][CH:5]=1. The yield is 0.560. (4) The reactants are [F:1][C:2]1[CH:7]=[CH:6][C:5]([C:8]2[S:12][C:11]([CH3:13])=[N:10][C:9]=2[C:14]([N:16]2[CH2:23][CH:22]3[CH:18]([CH2:19][NH:20][CH2:21]3)[CH2:17]2)=[O:15])=[CH:4][CH:3]=1.CN(C=O)C.Cl[C:30]1[CH:35]=[C:34]([CH3:36])[N:33]=[C:32]([CH3:37])[N:31]=1.C(=O)([O-])[O-].[Cs+].[Cs+]. The catalyst is O.C(OCC)(=O)C. The product is [CH3:37][C:32]1[N:31]=[C:30]([N:20]2[CH2:19][CH:18]3[CH:22]([CH2:23][N:16]([C:14]([C:9]4[N:10]=[C:11]([CH3:13])[S:12][C:8]=4[C:5]4[CH:4]=[CH:3][C:2]([F:1])=[CH:7][CH:6]=4)=[O:15])[CH2:17]3)[CH2:21]2)[CH:35]=[C:34]([CH3:36])[N:33]=1. The yield is 0.620. (5) The reactants are F.F.F.C(N(CC)CC)C.[Si]([O:28][CH2:29][C@H:30]1[O:34][C@@H:33]([N:35]2[CH:42]=[C:41]([CH3:43])[C:39](=[O:40])[NH:38][C:36]2=[O:37])[C@H:32]([O:44][CH2:45][CH2:46][O:47][N:48]([CH3:50])[CH3:49])[C@@H:31]1[OH:51])(C(C)(C)C)(C1C=CC=CC=1)C1C=CC=CC=1.CO. The catalyst is C1COCC1.C(Cl)Cl. The product is [CH3:49][N:48]([CH3:50])[O:47][CH2:46][CH2:45][O:44][C@@H:32]1[C@H:31]([OH:51])[C@@H:30]([CH2:29][OH:28])[O:34][C@H:33]1[N:35]1[CH:42]=[C:41]([CH3:43])[C:39](=[O:40])[NH:38][C:36]1=[O:37]. The yield is 0.925. (6) The reactants are [N:1]1[CH:6]=[CH:5][CH:4]=[C:3]([CH:7]=[CH:8][C:9]([OH:11])=O)[CH:2]=1.[OH-].[Na+].[NH2:14][CH2:15][C:16]1[CH:24]=[CH:23][C:19]([C:20]([OH:22])=[O:21])=[CH:18][CH:17]=1. No catalyst specified. The product is [N:1]1[CH:6]=[CH:5][CH:4]=[C:3]([CH:7]=[CH:8][C:9]([NH:14][CH2:15][C:16]2[CH:17]=[CH:18][C:19]([C:20]([OH:22])=[O:21])=[CH:23][CH:24]=2)=[O:11])[CH:2]=1. The yield is 0.820. (7) The reactants are [CH3:1][C:2]1[N:3]([CH2:20][C:21]2[C:30]3[C:25](=[CH:26][CH:27]=[CH:28][CH:29]=3)[CH:24]=[CH:23][CH:22]=2)[C:4]2[CH:10]=[C:9]([N:11]3[CH2:16][CH2:15][O:14][CH2:13][CH2:12]3)[CH:8]=[C:7]([N+:17]([O-])=O)[C:5]=2[N:6]=1.C([O-])([O-])=O.[Na+].[Na+]. The catalyst is CO. The product is [CH3:1][C:2]1[N:3]([CH2:20][C:21]2[C:30]3[C:25](=[CH:26][CH:27]=[CH:28][CH:29]=3)[CH:24]=[CH:23][CH:22]=2)[C:4]2[CH:10]=[C:9]([N:11]3[CH2:16][CH2:15][O:14][CH2:13][CH2:12]3)[CH:8]=[C:7]([NH2:17])[C:5]=2[N:6]=1. The yield is 0.910.